Dataset: Reaction yield outcomes from USPTO patents with 853,638 reactions. Task: Predict the reaction yield, written as a fraction of the theoretical maximum amount of product (1.0 means a 100% yield; for example, 0.34 means a 34% yield). The reactants are [C:1]1([C:7]2[O:11][C:10]([CH2:12][CH2:13][C:14]([OH:16])=O)=[N:9][N:8]=2)[CH:6]=[CH:5][CH:4]=[CH:3][CH:2]=1.[CH2:17]([N:22]1[C:30]2[N:29]=[CH:28][NH:27][C:26]=2[C:25](=[O:31])[NH:24]/[C:23]/1=[N:32]\[NH2:33])[CH2:18][CH2:19][CH2:20][CH3:21].F[P-](F)(F)(F)(F)F.N1(O[P+](N(C)C)(N(C)C)N(C)C)C2C=CC=CC=2N=N1.C(N(CC)C(C)C)(C)C. The product is [O:31]=[C:25]1[NH:24]/[C:23](=[N:32]\[NH:33][C:14](=[O:16])[CH2:13][CH2:12][C:10]2[O:11][C:7]([C:1]3[CH:2]=[CH:3][CH:4]=[CH:5][CH:6]=3)=[N:8][N:9]=2)/[N:22]([CH2:17][CH2:18][CH2:19][CH2:20][CH3:21])[C:30]2[N:29]=[CH:28][NH:27][C:26]1=2. The yield is 0.485. The catalyst is CN(C)C1C=CN=CC=1.CN(C=O)C.